From a dataset of Catalyst prediction with 721,799 reactions and 888 catalyst types from USPTO. Predict which catalyst facilitates the given reaction. (1) Reactant: C([O-])([O-])=O.[K+].[K+].C([O:10][C:11]1[CH:16]=[CH:15][CH:14]=[C:13]([CH2:17][O:18][C:19]2[CH:24]=[CH:23][CH:22]=[C:21]([C:25]([NH2:27])=[O:26])[CH:20]=2)[CH:12]=1)(=O)C.Cl.CCOCC. Product: [OH:10][C:11]1[CH:12]=[C:13]([CH:14]=[CH:15][CH:16]=1)[CH2:17][O:18][C:19]1[CH:20]=[C:21]([C:25]([NH2:27])=[O:26])[CH:22]=[CH:23][CH:24]=1. The catalyst class is: 6. (2) Reactant: [CH:1]1[C:17]2[C:16]3[C:15]4[CH:14]=[CH:13][CH:12]=[CH:11][C:10]=4[NH:9][C:8]=3[CH:7]=[CH:6][C:5]=2[CH:4]=[CH:3][CH:2]=1.[H-].[Na+].Br[CH2:21][CH:22]([CH2:27][CH3:28])[CH2:23][CH2:24][CH2:25][CH3:26]. Product: [CH2:27]([CH:22]([CH2:23][CH2:24][CH2:25][CH3:26])[CH2:21][N:9]1[C:8]2[CH:7]=[CH:6][C:5]3[CH:4]=[CH:3][CH:2]=[CH:1][C:17]=3[C:16]=2[C:15]2[CH:14]=[CH:13][CH:12]=[CH:11][C:10]1=2)[CH3:28]. The catalyst class is: 9. (3) Reactant: [C:1]([O:5][C:6]([NH:8][CH2:9][C@H:10]1[CH2:15][CH2:14][C@H:13]([C:16]([NH:18][C@@H:19]([CH2:23][C:24]2[CH:29]=[CH:28][C:27]([C:30]3[CH:35]=[CH:34][C:33]([C:36](=[O:51])[NH:37][CH:38]4[CH2:43][CH2:42][N:41]([C:44]([O:46][C:47]([CH3:50])([CH3:49])[CH3:48])=[O:45])[CH2:40][CH2:39]4)=[CH:32][C:31]=3[CH3:52])=[CH:26][CH:25]=2)[C:20]([OH:22])=O)=[O:17])[CH2:12][CH2:11]1)=[O:7])([CH3:4])([CH3:3])[CH3:2].Cl.[F:54][C:55]([F:73])([C:69]([F:72])([F:71])[F:70])[C:56]([F:68])([F:67])[C:57]1[NH:61][C:60]2[CH:62]=[C:63]([NH2:66])[CH:64]=[CH:65][C:59]=2[N:58]=1.C(N(CC)C(C)C)(C)C.F[P-](F)(F)(F)(F)F.CN(C(ON1C2=NC=CC=C2N=N1)=[N+](C)C)C. Product: [C:1]([O:5][C:6]([NH:8][CH2:9][C@H:10]1[CH2:15][CH2:14][C@H:13]([C:16]([NH:18][C@H:19]([C:20]([NH:66][C:63]2[CH:64]=[CH:65][C:59]3[N:58]=[C:57]([C:56]([F:68])([F:67])[C:55]([F:54])([F:73])[C:69]([F:70])([F:71])[F:72])[NH:61][C:60]=3[CH:62]=2)=[O:22])[CH2:23][C:24]2[CH:25]=[CH:26][C:27]([C:30]3[CH:35]=[CH:34][C:33]([C:36]([NH:37][CH:38]4[CH2:43][CH2:42][N:41]([C:44]([O:46][C:47]([CH3:50])([CH3:48])[CH3:49])=[O:45])[CH2:40][CH2:39]4)=[O:51])=[CH:32][C:31]=3[CH3:52])=[CH:28][CH:29]=2)=[O:17])[CH2:12][CH2:11]1)=[O:7])([CH3:4])([CH3:2])[CH3:3]. The catalyst class is: 9.